From a dataset of Forward reaction prediction with 1.9M reactions from USPTO patents (1976-2016). Predict the product of the given reaction. (1) Given the reactants [C:1]1([C:7]2[C:15]([CH3:16])=[C:14]([CH3:17])[CH:13]=[C:12]3[C:8]=2[CH:9]=[CH:10][CH2:11]3)[CH:6]=[CH:5][CH:4]=[CH:3][CH:2]=1.O.[Br:19]N1C(=O)CCC1=O, predict the reaction product. The product is: [Br:19][C:10]1[CH2:11][C:12]2[C:8]([CH:9]=1)=[C:7]([C:1]1[CH:6]=[CH:5][CH:4]=[CH:3][CH:2]=1)[C:15]([CH3:16])=[C:14]([CH3:17])[CH:13]=2. (2) Given the reactants C([O:5][C:6](=[O:37])[CH2:7][NH:8][C:9](=[O:36])[C:10]1[CH:15]=[CH:14][C:13]([CH:16]([CH3:34])[C:17]([OH:33])([C:22]2[CH:23]=[CH:24][C:25]3[O:29][C:28](=[O:30])[N:27]([CH3:31])[C:26]=3[CH:32]=2)[C:18]([F:21])([F:20])[F:19])=[C:12]([Cl:35])[CH:11]=1)(C)(C)C.FC(F)(F)C(O)=O, predict the reaction product. The product is: [Cl:35][C:12]1[CH:11]=[C:10]([CH:15]=[CH:14][C:13]=1[CH:16]([CH3:34])[C:17]([OH:33])([C:22]1[CH:23]=[CH:24][C:25]2[O:29][C:28](=[O:30])[N:27]([CH3:31])[C:26]=2[CH:32]=1)[C:18]([F:20])([F:21])[F:19])[C:9]([NH:8][CH2:7][C:6]([OH:37])=[O:5])=[O:36]. (3) Given the reactants [CH2:1]([N:8]1[CH2:14][CH2:13][C@@H:12]([CH3:15])[N:11](C)[CH2:10][CH2:9]1)[C:2]1[CH:7]=[CH:6][CH:5]=[CH:4][CH:3]=1.[CH3:29][C:28]([O:27][C:25](O[C:25]([O:27][C:28]([CH3:31])([CH3:30])[CH3:29])=[O:26])=[O:26])([CH3:31])[CH3:30], predict the reaction product. The product is: [CH2:1]([N:8]1[CH2:14][CH2:13][C@@H:12]([CH3:15])[N:11]([C:25]([O:27][C:28]([CH3:29])([CH3:30])[CH3:31])=[O:26])[CH2:10][CH2:9]1)[C:2]1[CH:7]=[CH:6][CH:5]=[CH:4][CH:3]=1. (4) Given the reactants OC[C@H]1C=CCN1C(OC(C)(C)C)=O.[OH:15][CH2:16][C@@H:17]1[N:22]([C:23]([O:25][C:26]([CH3:29])([CH3:28])[CH3:27])=[O:24])[CH2:21][C@@H:20]2[C@H:18]1[O:19]2, predict the reaction product. The product is: [OH:15][CH2:16][C@@H:17]1[N:22]([C:23]([O:25][C:26]([CH3:29])([CH3:28])[CH3:27])=[O:24])[CH2:21][C@H:20]2[C@@H:18]1[O:19]2. (5) Given the reactants I[C:2]1[CH:7]=[CH:6][CH:5]=[C:4]([O:8][CH2:9][O:10][CH3:11])[CH:3]=1.Br[C:13]([F:20])([F:19])[C:14]([O:16][CH2:17][CH3:18])=[O:15], predict the reaction product. The product is: [F:19][C:13]([F:20])([C:2]1[CH:7]=[CH:6][CH:5]=[C:4]([O:8][CH2:9][O:10][CH3:11])[CH:3]=1)[C:14]([O:16][CH2:17][CH3:18])=[O:15].